This data is from TCR-epitope binding with 47,182 pairs between 192 epitopes and 23,139 TCRs. The task is: Binary Classification. Given a T-cell receptor sequence (or CDR3 region) and an epitope sequence, predict whether binding occurs between them. (1) The epitope is KLFIRQEEV. The TCR CDR3 sequence is CASSPSLVGVNEKLFF. Result: 0 (the TCR does not bind to the epitope). (2) The epitope is IYSKHTPINL. The TCR CDR3 sequence is CASSLKSLAGNEQFF. Result: 1 (the TCR binds to the epitope).